Dataset: NCI-60 drug combinations with 297,098 pairs across 59 cell lines. Task: Regression. Given two drug SMILES strings and cell line genomic features, predict the synergy score measuring deviation from expected non-interaction effect. (1) Drug 1: C1CC(=O)NC(=O)C1N2CC3=C(C2=O)C=CC=C3N. Drug 2: C1CC(=O)NC(=O)C1N2C(=O)C3=CC=CC=C3C2=O. Cell line: CAKI-1. Synergy scores: CSS=4.89, Synergy_ZIP=-0.525, Synergy_Bliss=2.45, Synergy_Loewe=1.54, Synergy_HSA=2.51. (2) Drug 1: C(=O)(N)NO. Drug 2: CC1=C(C(=O)C2=C(C1=O)N3CC4C(C3(C2COC(=O)N)OC)N4)N. Cell line: NCI-H226. Synergy scores: CSS=7.06, Synergy_ZIP=-4.22, Synergy_Bliss=-2.49, Synergy_Loewe=-6.53, Synergy_HSA=-4.52. (3) Drug 1: CC12CCC3C(C1CCC2=O)CC(=C)C4=CC(=O)C=CC34C. Drug 2: COCCOC1=C(C=C2C(=C1)C(=NC=N2)NC3=CC=CC(=C3)C#C)OCCOC.Cl. Cell line: T-47D. Synergy scores: CSS=12.5, Synergy_ZIP=-3.16, Synergy_Bliss=1.05, Synergy_Loewe=1.29, Synergy_HSA=1.30.